From a dataset of Reaction yield outcomes from USPTO patents with 853,638 reactions. Predict the reaction yield, written as a fraction of the theoretical maximum amount of product (1.0 means a 100% yield; for example, 0.34 means a 34% yield). (1) The reactants are [NH2:1][C:2]1[CH:3]=[C:4]2[C:8](=[CH:9][CH:10]=1)[NH:7][N:6]=[CH:5]2.S([O-])([O-])(=O)=O.[Mg+2].[Cl-].[C:18]([O:22][C:23](=[O:26])[CH2:24][Zn+])([CH3:21])([CH3:20])[CH3:19]. The catalyst is O1CCCC1.C(OCC)(=O)C. The product is [CH2:18]([O:22][C:23](=[O:26])[CH:24]([NH:1][C:2]1[CH:3]=[C:4]2[C:8](=[CH:9][CH:10]=1)[NH:7][N:6]=[CH:5]2)[CH2:24][C:23]([O:22][C:18]([CH3:21])([CH3:20])[CH3:19])=[O:26])[CH3:19]. The yield is 0.650. (2) The reactants are FC(F)(F)C(O)=O.[CH3:8][C:9]([C:13]1[CH:18]=[C:17](/[CH:19]=[CH:20]/[C:21]([C:23]2[CH:28]=[CH:27][C:26]([OH:29])=[CH:25][CH:24]=2)=[O:22])[C:16]([O:30][CH3:31])=[CH:15][C:14]=1[OH:32])([CH:11]=[CH2:12])[CH3:10].C([SiH](CC)CC)C.O. The catalyst is ClCCl. The product is [OH:29][C:26]1[CH:25]=[CH:24][C:23]([C:21](=[O:22])[CH2:20][CH2:19][C:17]2[CH:18]=[C:13]([C:9]([CH3:8])([CH3:10])[CH:11]=[CH2:12])[C:14]([OH:32])=[CH:15][C:16]=2[O:30][CH3:31])=[CH:28][CH:27]=1. The yield is 0.704. (3) The reactants are C(O)(C(F)(F)F)=O.O.[C:9]([C:13]1[CH:50]=[CH:49][C:16]2[NH:17][C:18]([CH2:20][CH2:21][CH2:22][CH2:23][N:24]([CH2:28][CH:29]3[C@H:33]4[O:34]C(C)(C)[O:36][C@H:32]4[C@H:31]([N:39]4[C:43]5[N:44]=[CH:45][N:46]=[C:47]([NH2:48])[C:42]=5[CH:41]=[CH:40]4)[CH2:30]3)[CH:25]([CH3:27])[CH3:26])=[N:19][C:15]=2[CH:14]=1)([CH3:12])([CH3:11])[CH3:10]. The catalyst is C(Cl)Cl. The product is [NH2:48][C:47]1[C:42]2[CH:41]=[CH:40][N:39]([C@@H:31]3[CH2:30][CH:29]([CH2:28][N:24]([CH2:23][CH2:22][CH2:21][CH2:20][C:18]4[NH:17][C:16]5[CH:49]=[CH:50][C:13]([C:9]([CH3:12])([CH3:11])[CH3:10])=[CH:14][C:15]=5[N:19]=4)[CH:25]([CH3:27])[CH3:26])[C@@H:33]([OH:34])[C@H:32]3[OH:36])[C:43]=2[N:44]=[CH:45][N:46]=1. The yield is 0.560. (4) The reactants are [NH2:1][C:2]1[CH:3]=[N:4][CH:5]=[CH:6][C:7]=1[C:8]1[CH2:13][C:12]([CH3:15])([CH3:14])[CH2:11][CH:10]([N:16]2[C:24](=[O:25])[C:23]3[C:18](=[CH:19][CH:20]=[CH:21][CH:22]=3)[C:17]2=[O:26])[CH:9]=1.[H][H]. The catalyst is C(O)(=O)C.[Pd]. The product is [NH2:1][C:2]1[CH:3]=[N:4][CH:5]=[CH:6][C:7]=1[CH:8]1[CH2:9][CH:10]([N:16]2[C:17](=[O:26])[C:18]3[C:23](=[CH:22][CH:21]=[CH:20][CH:19]=3)[C:24]2=[O:25])[CH2:11][C:12]([CH3:15])([CH3:14])[CH2:13]1. The yield is 0.530. (5) The reactants are C([O:5][C:6](=[O:49])[C:7]1[CH:12]=[CH:11][CH:10]=[C:9]([CH2:13][CH:14]([NH:28][C:29](=[O:46])[CH2:30][CH2:31][N:32]2[CH2:37][CH2:36][CH:35]([NH:38]C(OC(C)(C)C)=O)[CH2:34][CH2:33]2)[B:15]2[O:23]C3C(C)(C4CC(C3)C4(C)C)[O:16]2)[C:8]=1OC)(C)(C)C.B(Cl)(Cl)Cl. No catalyst specified. The product is [NH2:38][CH:35]1[CH2:36][CH2:37][N:32]([CH2:31][CH2:30][C:29]([NH:28][CH:14]2[CH2:13][C:9]3[CH:10]=[CH:11][CH:12]=[C:7]([C:6]([OH:5])=[O:49])[C:8]=3[O:23][B:15]2[OH:16])=[O:46])[CH2:33][CH2:34]1. The yield is 0.420. (6) The reactants are C([N:3]([CH2:6][CH3:7])CC)C.[CH3:8][S:9](Cl)(=[O:11])=[O:10].C[S-].[Na+].Cl[C:17]1[CH:18]=[C:19]([CH:24]=[CH:25]C=1)[C:20](OO)=O. The catalyst is C(Cl)Cl. The product is [CH3:8][S:9]([CH:24]([C:19]1[CH:20]=[CH:7][C:6]([NH2:3])=[CH:17][CH:18]=1)[CH3:25])(=[O:11])=[O:10]. The yield is 0.570. (7) The reactants are [CH2:1]([O:3][C:4](=[O:19])[NH:5][C:6]1[C:11]([F:12])=[CH:10][CH:9]=[C:8]([O:13][C:14]([F:17])([F:16])[F:15])[C:7]=1I)[CH3:2].CCN(CC)CC.[Si:27]([C:31]#[CH:32])([CH3:30])([CH3:29])[CH3:28]. The catalyst is C1COCC1.[Cu]I. The product is [CH2:1]([O:3][C:4](=[O:19])[NH:5][C:6]1[C:11]([F:12])=[CH:10][CH:9]=[C:8]([O:13][C:14]([F:17])([F:16])[F:15])[C:7]=1[C:32]#[C:31][Si:27]([CH3:30])([CH3:29])[CH3:28])[CH3:2]. The yield is 0.930. (8) The catalyst is CC#N.O. The yield is 0.260. The product is [CH3:21][O:22][C:23]1[CH:28]=[CH:27][CH:26]=[CH:25][C:24]=1[N:29]1[CH2:35][CH2:34][CH2:33][N:32]([CH2:2][CH2:3][CH2:4][CH2:5][O:6][C:7]2[CH:16]=[C:15]3[C:10]([CH:11]=[CH:12][C:13](=[O:17])[NH:14]3)=[CH:9][CH:8]=2)[CH2:31][CH2:30]1. The reactants are Br[CH2:2][CH2:3][CH2:4][CH2:5][O:6][C:7]1[CH:16]=[C:15]2[C:10]([CH:11]=[CH:12][C:13](=[O:17])[NH:14]2)=[CH:9][CH:8]=1.[Na+].[I-].Cl.[CH3:21][O:22][C:23]1[CH:28]=[CH:27][CH:26]=[CH:25][C:24]=1[N:29]1[CH2:35][CH2:34][CH2:33][NH:32][CH2:31][CH2:30]1.C([O-])([O-])=O.[K+].[K+]. (9) The reactants are N1C=CC=CC=1.[I:7][C:8]1[CH:13]=[CH:12][C:11]([C:14]2([C:21]([OH:23])=O)[CH2:19][CH2:18][N:17]([CH3:20])[CH2:16][CH2:15]2)=[CH:10][CH:9]=1.[Cl:24][C:25]1[CH:26]=[C:27]([NH:32]C2C=CC=CC=2)[CH:28]=[C:29]([Cl:31])[CH:30]=1.CC(C)N=C=NC(C)C. The catalyst is CN(C=O)C.CN(C1C=CN=CC=1)C. The product is [Cl:24][C:25]1[CH:26]=[C:27]([NH:32][C:21]([C:14]2([C:11]3[CH:10]=[CH:9][C:8]([I:7])=[CH:13][CH:12]=3)[CH2:15][CH2:16][N:17]([CH3:20])[CH2:18][CH2:19]2)=[O:23])[CH:28]=[C:29]([Cl:31])[CH:30]=1. The yield is 0.340. (10) The catalyst is C1(C)C=CC=CC=1. The reactants are [CH3:1][N:2]1[C:7](=[O:8])[C:6]([N:9]2[CH2:14][CH2:13][O:12][CH2:11][CH2:10]2)=[C:5]2[C:15](=[O:31])[N:16]([CH2:19][CH2:20][C:21]3[CH:30]=[CH:29][C:28]4[C:23](=[CH:24][CH:25]=[CH:26][CH:27]=4)[N:22]=3)[C:17](=O)[C:4]2=[CH:3]1.COC1C=CC(P2(SP(C3C=CC(OC)=CC=3)(=S)S2)=[S:41])=CC=1. The product is [CH3:1][N:2]1[C:7](=[O:8])[C:6]([N:9]2[CH2:14][CH2:13][O:12][CH2:11][CH2:10]2)=[C:5]2[C:15](=[O:31])[N:16]([CH2:19][CH2:20][C:21]3[CH:30]=[CH:29][C:28]4[C:23](=[CH:24][CH:25]=[CH:26][CH:27]=4)[N:22]=3)[C:17](=[S:41])[C:4]2=[CH:3]1. The yield is 0.770.